This data is from Forward reaction prediction with 1.9M reactions from USPTO patents (1976-2016). The task is: Predict the product of the given reaction. (1) Given the reactants [CH2:1]([P:3]([CH2:6][CH2:7][OH:8])(=[O:5])[OH:4])[CH3:2].[O-]CCCC.[O-]CCCC.[O-]CCCC.[O-]CCCC.[Ti+4:29], predict the reaction product. The product is: [Ti+4:29].[CH2:1]([P:3]([CH2:6][CH2:7][OH:8])(=[O:4])[O-:5])[CH3:2].[CH2:1]([P:3]([CH2:6][CH2:7][OH:8])(=[O:4])[O-:5])[CH3:2].[CH2:1]([P:3]([CH2:6][CH2:7][OH:8])(=[O:4])[O-:5])[CH3:2].[CH2:1]([P:3]([CH2:6][CH2:7][OH:8])(=[O:4])[O-:5])[CH3:2]. (2) Given the reactants [C:1](Cl)(=O)[C:2]([Cl:4])=[O:3].CN(C=O)C.[N:12]1[CH:17]=[CH:16][CH:15]=[N:14]C=1C(O)=O, predict the reaction product. The product is: [N:12]1[CH:17]=[CH:16][CH:15]=[N:14][C:1]=1[C:2]([Cl:4])=[O:3]. (3) Given the reactants [CH2:1]([O:8][C:9]1[CH:10]=[C:11]([C:15]2[CH:16]=[C:17]3[C:22](=[N:23][CH:24]=2)[NH:21][CH2:20][CH2:19][CH2:18]3)[CH:12]=[N:13][CH:14]=1)[C:2]1[CH:7]=[CH:6][CH:5]=[CH:4][CH:3]=1.FC(F)(F)[C:27]([OH:29])=[O:28], predict the reaction product. The product is: [C:2]([O:29][C:27]([N:21]1[C:22]2[C:17](=[CH:16][C:15]([C:11]3[CH:12]=[N:13][CH:14]=[C:9]([O:8][CH2:1][C:2]4[CH:3]=[CH:4][CH:5]=[CH:6][CH:7]=4)[CH:10]=3)=[CH:24][N:23]=2)[CH2:18][CH2:19][CH2:20]1)=[O:28])([CH3:7])([CH3:3])[CH3:1]. (4) Given the reactants [Br-:1].[Br-].[Br-].C([N+](CCCC)(CCCC)CCCC)CCC.C([N+](CCCC)(CCCC)CCCC)CCC.C([N+](CCCC)(CCCC)CCCC)CCC.[NH2:55][C:56]1[C:57]([CH3:69])=[C:58]([CH3:68])[C:59]2[O:63][C:62]([CH3:65])([CH3:64])[C:61](=[O:66])[C:60]=2[CH:67]=1.S([O-])([O-])=O.[Na+].[Na+], predict the reaction product. The product is: [NH2:55][C:56]1[C:57]([CH3:69])=[C:58]([CH3:68])[C:59]2[O:63][C:62]([CH3:64])([CH3:65])[C:61](=[O:66])[C:60]=2[C:67]=1[Br:1]. (5) Given the reactants [C:1]([O:5][C:6]([N:8]1[C:17]2[C:12](=[CH:13][C:14]([OH:18])=[CH:15][CH:16]=2)[CH2:11][CH2:10][CH2:9]1)=[O:7])([CH3:4])([CH3:3])[CH3:2].[Br:19][CH2:20][CH2:21][CH2:22][CH2:23][CH2:24]Br, predict the reaction product. The product is: [C:1]([O:5][C:6]([N:8]1[C:17]2[C:12](=[CH:13][C:14]([O:18][CH2:24][CH2:23][CH2:22][CH2:21][CH2:20][Br:19])=[CH:15][CH:16]=2)[CH2:11][CH2:10][CH2:9]1)=[O:7])([CH3:4])([CH3:2])[CH3:3]. (6) Given the reactants [CH2:1]([C:4]1[CH:5]=[C:6]([C:13]2[O:17][N:16]=[C:15]([C:18]3[CH:26]=[CH:25][CH:24]=[C:23]4[C:19]=3[CH2:20][CH2:21][N:22]4[CH2:27][C:28]3([NH:36]C(=O)OC(C)(C)C)[CH2:33][O:32]C(C)(C)[O:30][CH2:29]3)[N:14]=2)[CH:7]=[CH:8][C:9]=1[CH2:10][CH2:11][CH3:12])[CH2:2][CH3:3].C(OC1C=C(C2ON=C(C3C=CC=C4C=3CCN4CC3(NC(=O)OC(C)(C)C)COC(C)(C)OC3)N=2)C=CC=1OCC)C, predict the reaction product. The product is: [NH2:36][C:28]([CH2:27][N:22]1[C:23]2[C:19](=[C:18]([C:15]3[N:14]=[C:13]([C:6]4[CH:7]=[CH:8][C:9]([CH2:10][CH2:11][CH3:12])=[C:4]([CH2:1][CH2:2][CH3:3])[CH:5]=4)[O:17][N:16]=3)[CH:26]=[CH:25][CH:24]=2)[CH2:20][CH2:21]1)([CH2:33][OH:32])[CH2:29][OH:30]. (7) Given the reactants [F:1][C:2]1[C:7]([NH2:8])=[CH:6][CH:5]=[C:4]([F:9])[C:3]=1[NH:10][C:11]1[C:16]([C:17]2[N:25]=[CH:24][N:23]=[C:22]3[C:18]=2[N:19]=[CH:20][N:21]3[CH:26]2[CH2:31][CH2:30][CH2:29][CH2:28][O:27]2)=[CH:15][CH:14]=[CH:13][N:12]=1.[CH3:32][O:33][C:34]([C:36]1[S:37][CH:38]=[CH:39][C:40]=1[S:41](Cl)(=[O:43])=[O:42])=[O:35].N1C=CC=CC=1, predict the reaction product. The product is: [CH3:32][O:33][C:34]([C:36]1[S:37][CH:38]=[CH:39][C:40]=1[S:41](=[O:43])(=[O:42])[NH:8][C:7]1[CH:6]=[CH:5][C:4]([F:9])=[C:3]([NH:10][C:11]2[C:16]([C:17]3[N:25]=[CH:24][N:23]=[C:22]4[C:18]=3[N:19]=[CH:20][N:21]4[CH:26]3[CH2:31][CH2:30][CH2:29][CH2:28][O:27]3)=[CH:15][CH:14]=[CH:13][N:12]=2)[C:2]=1[F:1])=[O:35].